The task is: Predict the product of the given reaction.. This data is from Forward reaction prediction with 1.9M reactions from USPTO patents (1976-2016). Given the reactants [NH2:1][C:2]1[CH:3]=[CH:4][C:5]2[NH:10][C:9](=[O:11])[O:8][C:7]([CH3:13])([CH3:12])[C:6]=2[CH:14]=1.C(N(CC)CC)C.[Cl:22][C:23]1[C:28]([Cl:29])=[CH:27][CH:26]=[CH:25][C:24]=1[S:30](Cl)(=[O:32])=[O:31], predict the reaction product. The product is: [Cl:22][C:23]1[C:28]([Cl:29])=[CH:27][CH:26]=[CH:25][C:24]=1[S:30]([NH:1][C:2]1[CH:3]=[CH:4][C:5]2[NH:10][C:9](=[O:11])[O:8][C:7]([CH3:12])([CH3:13])[C:6]=2[CH:14]=1)(=[O:32])=[O:31].